From a dataset of Catalyst prediction with 721,799 reactions and 888 catalyst types from USPTO. Predict which catalyst facilitates the given reaction. Reactant: Cl[C:2]1[N:7]=[C:6]([O:8][C@@H:9]([C@H:11]2[CH2:15][N:14]([C@@H:16]([C:18]3[CH:23]=[CH:22][C:21]([O:24][CH3:25])=[CH:20][CH:19]=3)[CH3:17])[C:13](=[O:26])[CH2:12]2)[CH3:10])[C:5]2[N:27]([CH3:30])[CH:28]=[N:29][C:4]=2[CH:3]=1.[O:31]1[CH2:34][CH:33]([N:35]2[CH2:40][CH2:39][N:38]([C:41]3[CH:42]=[N:43][C:44]([Sn](CCCC)(CCCC)CCCC)=[CH:45][CH:46]=3)[CH2:37][CH2:36]2)[CH2:32]1.[F-].[K+]. Product: [CH3:25][O:24][C:21]1[CH:22]=[CH:23][C:18]([C@H:16]([N:14]2[CH2:15][C@H:11]([C@H:9]([O:8][C:6]3[C:5]4[N:27]([CH3:30])[CH:28]=[N:29][C:4]=4[CH:3]=[C:2]([C:44]4[CH:45]=[CH:46][C:41]([N:38]5[CH2:37][CH2:36][N:35]([CH:33]6[CH2:32][O:31][CH2:34]6)[CH2:40][CH2:39]5)=[CH:42][N:43]=4)[N:7]=3)[CH3:10])[CH2:12][C:13]2=[O:26])[CH3:17])=[CH:19][CH:20]=1. The catalyst class is: 77.